From a dataset of Forward reaction prediction with 1.9M reactions from USPTO patents (1976-2016). Predict the product of the given reaction. The product is: [C:15]([C:19]1[CH:24]=[CH:23][C:22]([NH:25][C:26]([N:12]2[CH2:11][CH2:10][N:9]([C:7](=[O:8])[C:1]3[CH:2]=[CH:3][CH:4]=[CH:5][CH:6]=3)[CH2:14][CH2:13]2)=[S:27])=[CH:21][CH:20]=1)([CH3:18])([CH3:16])[CH3:17]. Given the reactants [C:1]1([C:7]([N:9]2[CH2:14][CH2:13][NH:12][CH2:11][CH2:10]2)=[O:8])[CH:6]=[CH:5][CH:4]=[CH:3][CH:2]=1.[C:15]([C:19]1[CH:24]=[CH:23][C:22]([N:25]=[C:26]=[S:27])=[CH:21][CH:20]=1)([CH3:18])([CH3:17])[CH3:16], predict the reaction product.